Dataset: NCI-60 drug combinations with 297,098 pairs across 59 cell lines. Task: Regression. Given two drug SMILES strings and cell line genomic features, predict the synergy score measuring deviation from expected non-interaction effect. (1) Synergy scores: CSS=33.6, Synergy_ZIP=2.73, Synergy_Bliss=3.61, Synergy_Loewe=1.49, Synergy_HSA=2.72. Cell line: MALME-3M. Drug 1: C1=C(C(=O)NC(=O)N1)F. Drug 2: C1=CC(=CC=C1C#N)C(C2=CC=C(C=C2)C#N)N3C=NC=N3. (2) Drug 1: C1CCC(C(C1)N)N.C(=O)(C(=O)[O-])[O-].[Pt+4]. Drug 2: C1CN(P(=O)(OC1)NCCCl)CCCl. Cell line: MALME-3M. Synergy scores: CSS=1.66, Synergy_ZIP=-16.2, Synergy_Bliss=-43.9, Synergy_Loewe=-21.7, Synergy_HSA=-43.0. (3) Drug 1: C1CN1P(=S)(N2CC2)N3CC3. Drug 2: N.N.Cl[Pt+2]Cl. Cell line: RPMI-8226. Synergy scores: CSS=47.9, Synergy_ZIP=-3.77, Synergy_Bliss=-1.04, Synergy_Loewe=-5.15, Synergy_HSA=1.94. (4) Drug 1: CCCCCOC(=O)NC1=NC(=O)N(C=C1F)C2C(C(C(O2)C)O)O. Drug 2: CC1=C(N=C(N=C1N)C(CC(=O)N)NCC(C(=O)N)N)C(=O)NC(C(C2=CN=CN2)OC3C(C(C(C(O3)CO)O)O)OC4C(C(C(C(O4)CO)O)OC(=O)N)O)C(=O)NC(C)C(C(C)C(=O)NC(C(C)O)C(=O)NCCC5=NC(=CS5)C6=NC(=CS6)C(=O)NCCC[S+](C)C)O. Cell line: NCI-H522. Synergy scores: CSS=20.2, Synergy_ZIP=0.857, Synergy_Bliss=0.638, Synergy_Loewe=-13.3, Synergy_HSA=1.40. (5) Drug 1: CN1C(=O)N2C=NC(=C2N=N1)C(=O)N. Drug 2: CCC1(CC2CC(C3=C(CCN(C2)C1)C4=CC=CC=C4N3)(C5=C(C=C6C(=C5)C78CCN9C7C(C=CC9)(C(C(C8N6C)(C(=O)OC)O)OC(=O)C)CC)OC)C(=O)OC)O.OS(=O)(=O)O. Cell line: NCI-H460. Synergy scores: CSS=-4.67, Synergy_ZIP=1.72, Synergy_Bliss=-2.29, Synergy_Loewe=-6.82, Synergy_HSA=-6.49.